Dataset: Full USPTO retrosynthesis dataset with 1.9M reactions from patents (1976-2016). Task: Predict the reactants needed to synthesize the given product. (1) Given the product [OH:3][NH:2][C:4](=[NH:5])[C:6]1[C:16]2[CH2:15][CH2:14][N:13]([C:17]([O:19][C:20]([CH3:22])([CH3:21])[CH3:23])=[O:18])[CH2:12][CH2:11][C:10]=2[CH:9]=[CH:8][CH:7]=1, predict the reactants needed to synthesize it. The reactants are: Cl.[NH2:2][OH:3].[C:4]([C:6]1[C:16]2[CH2:15][CH2:14][N:13]([C:17]([O:19][C:20]([CH3:23])([CH3:22])[CH3:21])=[O:18])[CH2:12][CH2:11][C:10]=2[CH:9]=[CH:8][CH:7]=1)#[N:5].C(=O)([O-])O.[Na+]. (2) Given the product [F:1][C:2]1[CH:7]=[C:6]([F:8])[C:5]([C:9]2[CH:10]=[N:11][CH:12]=[N:13][CH:14]=2)=[CH:4][C:3]=1[C@@:15]([NH:27][S@@:28]([C:30]([CH3:33])([CH3:32])[CH3:31])=[O:29])([CH2:17][C@H:18]([C:20]1[C:21]([CH3:26])=[N:22][O:23][C:24]=1[CH3:25])[OH:19])[CH3:16], predict the reactants needed to synthesize it. The reactants are: [F:1][C:2]1[CH:7]=[C:6]([F:8])[C:5]([C:9]2[CH:10]=[N:11][CH:12]=[N:13][CH:14]=2)=[CH:4][C:3]=1[C@@:15]([NH:27][S@@:28]([C:30]([CH3:33])([CH3:32])[CH3:31])=[O:29])([CH2:17][C:18]([C:20]1[C:21]([CH3:26])=[N:22][O:23][C:24]=1[CH3:25])=[O:19])[CH3:16].[H-].C(O[Al](OC(C)(C)C)OC(C)(C)C)(C)(C)C.[Li+].O.O.O.O.O.O.O.O.O.O.S([O-])([O-])(=O)=O.[Na+].[Na+].S([O-])([O-])(=O)=O.[Na+].[Na+]. (3) Given the product [Br:32][CH2:10][C:8]1[CH:7]=[CH:6][CH:5]=[C:4]([CH2:3][O:2][CH3:1])[N:9]=1, predict the reactants needed to synthesize it. The reactants are: [CH3:1][O:2][CH2:3][C:4]1[N:9]=[C:8]([CH2:10]O)[CH:7]=[CH:6][CH:5]=1.C1(P(C2C=CC=CC=2)C2C=CC=CC=2)C=CC=CC=1.C(Br)(Br)(Br)[Br:32]. (4) Given the product [C:17]([CH2:19][C:20]1([N:31]2[CH:35]=[C:34]([C:2]3[N:7]4[CH:8]=[CH:9][N:10]=[C:6]4[CH:5]=[C:4]([C:11]4[CH:12]=[N:13][N:14]([CH3:16])[CH:15]=4)[N:3]=3)[CH:33]=[N:32]2)[CH2:23][N:22]([C:24]([O:26][C:27]([CH3:30])([CH3:29])[CH3:28])=[O:25])[CH2:21]1)#[N:18], predict the reactants needed to synthesize it. The reactants are: Cl[C:2]1[N:7]2[CH:8]=[CH:9][N:10]=[C:6]2[CH:5]=[C:4]([C:11]2[CH:12]=[N:13][N:14]([CH3:16])[CH:15]=2)[N:3]=1.[C:17]([CH2:19][C:20]1([N:31]2[CH:35]=[C:34](B3OC(C)(C)C(C)(C)O3)[CH:33]=[N:32]2)[CH2:23][N:22]([C:24]([O:26][C:27]([CH3:30])([CH3:29])[CH3:28])=[O:25])[CH2:21]1)#[N:18].[O-]P([O-])([O-])=O.[K+].[K+].[K+].O1CCOCC1. (5) Given the product [NH2:21][C:17]1[N:16]=[C:15]([N:8]2[C:7]3[CH:22]=[C:3]([C:1]#[C:2][C:37]([C:32]4[N:33]=[CH:34][CH:35]=[CH:36][N:31]=4)([OH:39])[CH3:38])[CH:4]=[CH:5][C:6]=3[N:10]=[C:9]2[O:11][CH2:12][CH2:13][F:14])[CH:20]=[CH:19][N:18]=1, predict the reactants needed to synthesize it. The reactants are: [C:1]([C:3]1[CH:4]=[CH:5][C:6]2[N:10]=[C:9]([O:11][CH2:12][CH2:13][F:14])[N:8]([C:15]3[CH:20]=[CH:19][N:18]=[C:17]([NH2:21])[N:16]=3)[C:7]=2[CH:22]=1)#[CH:2].C([N-]C(C)C)(C)C.[Li+].[N:31]1[CH:36]=[CH:35][CH:34]=[N:33][C:32]=1[C:37](=[O:39])[CH3:38]. (6) Given the product [CH3:33][C:34]1[CH:35]=[CH:36][C:37]([C:40]2[NH:41][C:42]([CH:45]3[CH2:50][CH2:49][N:48]([CH2:20][C:19]4[CH:18]=[CH:17][C:16]([C:8]5[N:9]=[C:10]6[N:15]=[CH:14][CH:13]=[CH:12][N:11]6[C:7]=5[C:1]5[CH:6]=[CH:5][CH:4]=[CH:3][CH:2]=5)=[CH:23][CH:22]=4)[CH2:47][CH2:46]3)=[N:43][N:44]=2)=[N:38][CH:39]=1, predict the reactants needed to synthesize it. The reactants are: [C:1]1([C:7]2[N:11]3[CH:12]=[CH:13][CH:14]=[N:15][C:10]3=[N:9][C:8]=2[C:16]2[CH:23]=[CH:22][C:19]([CH:20]=O)=[CH:18][CH:17]=2)[CH:6]=[CH:5][CH:4]=[CH:3][CH:2]=1.C(N(CC)CC)C.Cl.Cl.[CH3:33][C:34]1[CH:35]=[CH:36][C:37]([C:40]2[NH:44][N:43]=[C:42]([CH:45]3[CH2:50][CH2:49][NH:48][CH2:47][CH2:46]3)[N:41]=2)=[N:38][CH:39]=1.C(O)(=O)C.[BH-](OC(C)=O)(OC(C)=O)OC(C)=O.[Na+]. (7) Given the product [NH2:22][C:10]1[N:9]([C:6]2[CH:5]=[CH:4][C:3]([O:2][CH3:1])=[CH:8][CH:7]=2)[C:23](=[O:26])[CH:24]=[CH:25][C:11]=1[C:12](=[O:13])[C:14]1[CH:15]=[CH:16][C:17]([O:20][CH3:21])=[CH:18][CH:19]=1, predict the reactants needed to synthesize it. The reactants are: [CH3:1][O:2][C:3]1[CH:8]=[CH:7][C:6]([NH:9][C:10](=[NH:22])[CH2:11][C:12]([C:14]2[CH:19]=[CH:18][C:17]([O:20][CH3:21])=[CH:16][CH:15]=2)=[O:13])=[CH:5][CH:4]=1.[C:23](OC)(=[O:26])[C:24]#[CH:25].C(OCC)C.